Dataset: Peptide-MHC class I binding affinity with 185,985 pairs from IEDB/IMGT. Task: Regression. Given a peptide amino acid sequence and an MHC pseudo amino acid sequence, predict their binding affinity value. This is MHC class I binding data. (1) The peptide sequence is RLDARLQVL. The MHC is HLA-B46:01 with pseudo-sequence HLA-B46:01. The binding affinity (normalized) is 0.0847. (2) The MHC is HLA-A02:03 with pseudo-sequence HLA-A02:03. The binding affinity (normalized) is 0.703. The peptide sequence is KLYDSVYLT.